Dataset: Forward reaction prediction with 1.9M reactions from USPTO patents (1976-2016). Task: Predict the product of the given reaction. (1) Given the reactants [NH2:1][C:2]1[CH:7]=[CH:6][C:5]([CH2:8][CH2:9][O:10][C:11]2[CH:12]=[CH:13][C:14]3[N:18]=[C:17]([CH2:19][O:20][C:21]4[CH:34]=[CH:33][C:24]([CH2:25][CH:26]5[S:30][C:29](=[O:31])[NH:28][C:27]5=[O:32])=[CH:23][CH:22]=4)[N:16]([CH3:35])[C:15]=3[CH:36]=2)=[CH:4][CH:3]=1.[N+:37]([C:40]1[CH:45]=[CH:44][C:43]([N:46]=[C:47]=[O:48])=[CH:42][CH:41]=1)([O-:39])=[O:38], predict the reaction product. The product is: [O:31]=[C:29]1[NH:28][C:27](=[O:32])[CH:26]([CH2:25][C:24]2[CH:33]=[CH:34][C:21]([O:20][CH2:19][C:17]3[N:16]([CH3:35])[C:15]4[CH:36]=[C:11]([O:10][CH2:9][CH2:8][C:5]5[CH:6]=[CH:7][C:2]([NH:1][C:47]([NH:46][C:43]6[CH:42]=[CH:41][C:40]([N+:37]([O-:39])=[O:38])=[CH:45][CH:44]=6)=[O:48])=[CH:3][CH:4]=5)[CH:12]=[CH:13][C:14]=4[N:18]=3)=[CH:22][CH:23]=2)[S:30]1. (2) Given the reactants Br[C:2]1[CH:3]=[C:4]([NH:10][C:11]2[CH:21]=[C:14]3[CH2:15][N:16]([CH3:20])[C:17](=[O:19])[CH2:18][N:13]3[N:12]=2)[C:5](=[O:9])[N:6]([CH3:8])[CH:7]=1.[C:22]([O:25][CH2:26][C:27]1[C:28]([N:42]2[CH2:53][CH2:52][N:51]3[C:44](=[CH:45][C:46]4[CH2:47][C:48]([CH3:55])([CH3:54])[CH2:49][C:50]=43)[C:43]2=[O:56])=[N:29][CH:30]=[CH:31][C:32]=1B1OC(C)(C)C(C)(C)O1)(=[O:24])[CH3:23].[O-]P([O-])([O-])=O.[K+].[K+].[K+].C([O-])(=O)C.[Na+], predict the reaction product. The product is: [C:22]([O:25][CH2:26][C:27]1[C:28]([N:42]2[CH2:53][CH2:52][N:51]3[C:44](=[CH:45][C:46]4[CH2:47][C:48]([CH3:55])([CH3:54])[CH2:49][C:50]=43)[C:43]2=[O:56])=[N:29][CH:30]=[CH:31][C:32]=1[C:2]1[CH:3]=[C:4]([NH:10][C:11]2[CH:21]=[C:14]3[CH2:15][N:16]([CH3:20])[C:17](=[O:19])[CH2:18][N:13]3[N:12]=2)[C:5](=[O:9])[N:6]([CH3:8])[CH:7]=1)(=[O:24])[CH3:23]. (3) Given the reactants [Cl:1][C:2]1[CH:3]=[C:4]([CH:6]=[CH:7][C:8]=1[Cl:9])[NH2:5].[IH:10].OO, predict the reaction product. The product is: [Cl:1][C:2]1[C:3]([I:10])=[C:4]([CH:6]=[CH:7][C:8]=1[Cl:9])[NH2:5]. (4) The product is: [Cl:1][C:2]1[CH:3]=[N:4][C:5]([N:11]2[CH2:14][CH:13]([NH:15][C:16]3[CH:21]=[CH:20][CH:19]=[C:18]([F:22])[CH:17]=3)[CH2:12]2)=[C:6]([CH:10]=1)[C:7]([NH:24][C:25]1([C:28]2[CH:37]=[CH:36][C:31]([C:32]([O:34][CH3:35])=[O:33])=[CH:30][CH:29]=2)[CH2:27][CH2:26]1)=[O:9]. Given the reactants [Cl:1][C:2]1[CH:3]=[N:4][C:5]([N:11]2[CH2:14][CH:13]([NH:15][C:16]3[CH:21]=[CH:20][CH:19]=[C:18]([F:22])[CH:17]=3)[CH2:12]2)=[C:6]([CH:10]=1)[C:7]([OH:9])=O.Cl.[NH2:24][C:25]1([C:28]2[CH:37]=[CH:36][C:31]([C:32]([O:34][CH3:35])=[O:33])=[CH:30][CH:29]=2)[CH2:27][CH2:26]1, predict the reaction product. (5) Given the reactants [BH4-].[Na+].[CH2:3]([N:6]1[C:10]2=[C:11]([N:17]3[CH2:26][CH2:25][C:24]4[C:19](=[CH:20][CH:21]=[CH:22][CH:23]=4)[CH2:18]3)[N:12]=[C:13]([C:15]#[N:16])[CH:14]=[C:9]2[C:8]([CH:27]=[O:28])=[C:7]1[CH3:29])[CH:4]=[CH2:5].O, predict the reaction product. The product is: [CH2:3]([N:6]1[C:10]2=[C:11]([N:17]3[CH2:26][CH2:25][C:24]4[C:19](=[CH:20][CH:21]=[CH:22][CH:23]=4)[CH2:18]3)[N:12]=[C:13]([C:15]#[N:16])[CH:14]=[C:9]2[C:8]([CH2:27][OH:28])=[C:7]1[CH3:29])[CH:4]=[CH2:5]. (6) Given the reactants [Cl:1][C:2]1[C:7]([F:8])=[C:6]([O:9][CH3:10])[CH:5]=[CH:4][C:3]=1[CH:11]([NH:19][C:20]1[CH:29]=[C:28]([F:30])[CH:27]=[C:26]2[C:21]=1[CH:22]=[CH:23][C:24](=[O:31])[NH:25]2)[C:12]1([C:15]([F:18])([F:17])[F:16])[CH2:14][O:13]1.C([O-])([O-])=O.[Cs+].[Cs+].[CH2:38]([SH:40])[CH3:39].O, predict the reaction product. The product is: [Cl:1][C:2]1[C:7]([F:8])=[C:6]([O:9][CH3:10])[CH:5]=[CH:4][C:3]=1[CH:11]([NH:19][C:20]1[CH:29]=[C:28]([F:30])[CH:27]=[C:26]2[C:21]=1[CH:22]=[CH:23][C:24](=[O:31])[NH:25]2)[C:12]([CH2:14][S:40][CH2:38][CH3:39])([OH:13])[C:15]([F:16])([F:17])[F:18].